Dataset: Retrosynthesis with 50K atom-mapped reactions and 10 reaction types from USPTO. Task: Predict the reactants needed to synthesize the given product. (1) Given the product COc1cccc(N=Cc2cn3cc(C)ccc3n2)c1, predict the reactants needed to synthesize it. The reactants are: COc1cccc(N)c1.Cc1ccc2nc(C=O)cn2c1. (2) Given the product O=C(O)CC(CN1CCCC(c2cccc(C(F)(F)F)c2)C1)C(F)(F)F, predict the reactants needed to synthesize it. The reactants are: CCOC(=O)CC(CN1CCCC(c2cccc(C(F)(F)F)c2)C1)C(F)(F)F. (3) Given the product Cn1nccc1-c1cc(NC(=O)c2ccc(F)cc2F)ccc1OCCNC1CCOCC1, predict the reactants needed to synthesize it. The reactants are: Cn1nccc1-c1cc(NC(=O)c2ccc(F)cc2F)ccc1OCCBr.NC1CCOCC1. (4) Given the product CC(C)(C)OC(=O)N1CCN(c2cccnc2)CC1, predict the reactants needed to synthesize it. The reactants are: CC(C)(C)OC(=O)OC(=O)OC(C)(C)C.c1cncc(N2CCNCC2)c1. (5) Given the product O=C1CCC(S(=O)(=O)c2cccc(C(F)(F)F)c2)CC1, predict the reactants needed to synthesize it. The reactants are: O=S(=O)(c1cccc(C(F)(F)F)c1)C1CCC2(CC1)OCCO2. (6) Given the product CCCCNS(=O)(=O)c1cc(C(=O)O)cc(NCc2ccccc2)c1Oc1ccccc1, predict the reactants needed to synthesize it. The reactants are: CCCCNS(=O)(=O)c1cc(C(=O)OCC)cc(NCc2ccccc2)c1Oc1ccccc1. (7) Given the product CS(=O)(=O)O[C@H]1CC[C@H](Nc2ccnc3cc(Cl)ccc23)CC1, predict the reactants needed to synthesize it. The reactants are: CS(=O)(=O)Cl.O[C@H]1CC[C@H](Nc2ccnc3cc(Cl)ccc23)CC1.